The task is: Predict which catalyst facilitates the given reaction.. This data is from Catalyst prediction with 721,799 reactions and 888 catalyst types from USPTO. (1) Reactant: [NH2:1][C:2]1[CH:3]=[N:4][CH:5]=[CH:6][C:7]=1[C:8](=[O:15])[C:9]1[CH:14]=[CH:13][CH:12]=[CH:11][CH:10]=1.C(N(C(C)C)C(C)C)C.[F:25][C:26]([F:44])([F:43])[C:27]1[CH:28]=[C:29]([C:37]([CH3:42])([CH3:41])[C:38](Cl)=[O:39])[CH:30]=[C:31]([C:33]([F:36])([F:35])[F:34])[CH:32]=1.O. The catalyst class is: 4. Product: [C:8]([C:7]1[CH:6]=[CH:5][N:4]=[CH:3][C:2]=1[NH:1][C:38](=[O:39])[C:37]([C:29]1[CH:28]=[C:27]([C:26]([F:25])([F:43])[F:44])[CH:32]=[C:31]([C:33]([F:34])([F:35])[F:36])[CH:30]=1)([CH3:42])[CH3:41])(=[O:15])[C:9]1[CH:14]=[CH:13][CH:12]=[CH:11][CH:10]=1. (2) Reactant: [N:1]1([CH2:5][CH2:6][N:7]2[CH:11]=[C:10]([C:12]3[CH:17]=[CH:16][C:15]([F:18])=[C:14]([CH3:19])[CH:13]=3)[N:9]=[C:8]2[C@H:20]2[CH2:25][CH2:24][NH:23][CH2:22][C@H:21]2[F:26])[CH2:4][CH2:3][CH2:2]1.N1CCCN2CCCCCC=12.Cl[C:39]1[N:44]=[CH:43][N:42]=[C:41]([NH2:45])[C:40]=1[CH:46]([CH3:48])[CH3:47]. Product: [N:1]1([CH2:5][CH2:6][N:7]2[CH:11]=[C:10]([C:12]3[CH:17]=[CH:16][C:15]([F:18])=[C:14]([CH3:19])[CH:13]=3)[N:9]=[C:8]2[C@H:20]2[CH2:25][CH2:24][N:23]([C:39]3[N:44]=[CH:43][N:42]=[C:41]([NH2:45])[C:40]=3[CH:46]([CH3:48])[CH3:47])[CH2:22][C@H:21]2[F:26])[CH2:4][CH2:3][CH2:2]1. The catalyst class is: 37. (3) Reactant: C([SiH](CC)CC)C.FB(F)F.O[C:13]1([C:19]2[CH:24]=[CH:23][C:22]([OH:25])=[CH:21][C:20]=2[OH:26])[CH2:18][CH2:17][S:16][CH2:15][CH2:14]1.C(=O)(O)[O-].[Na+]. Product: [S:16]1[CH2:15][CH2:14][CH:13]([C:19]2[CH:24]=[CH:23][C:22]([OH:25])=[CH:21][C:20]=2[OH:26])[CH2:18][CH2:17]1. The catalyst class is: 46.